This data is from Reaction yield outcomes from USPTO patents with 853,638 reactions. The task is: Predict the reaction yield, written as a fraction of the theoretical maximum amount of product (1.0 means a 100% yield; for example, 0.34 means a 34% yield). (1) The yield is 0.850. The catalyst is CN(C=O)C.CCOC(C)=O. The product is [C:1]([O:5][C:6]([N:8]1[CH2:9][CH2:10][CH:11]([C:14]2[CH:19]=[CH:18][C:17]([NH:20][C:43]([C:32]3[N:33]([CH2:35][O:36][CH2:37][CH2:38][Si:39]([CH3:42])([CH3:41])[CH3:40])[CH:34]=[C:30]([C:28]#[N:29])[N:31]=3)=[O:44])=[C:16]([C:21]3[CH2:26][CH2:25][S:24][CH2:23][CH:22]=3)[CH:15]=2)[CH2:12][CH2:13]1)=[O:7])([CH3:4])([CH3:2])[CH3:3]. The reactants are [C:1]([O:5][C:6]([N:8]1[CH2:13][CH2:12][CH:11]([C:14]2[CH:19]=[CH:18][C:17]([NH2:20])=[C:16]([C:21]3[CH2:22][CH2:23][S:24][CH2:25][CH:26]=3)[CH:15]=2)[CH2:10][CH2:9]1)=[O:7])([CH3:4])([CH3:3])[CH3:2].[K+].[C:28]([C:30]1[N:31]=[C:32]([C:43]([O-])=[O:44])[N:33]([CH2:35][O:36][CH2:37][CH2:38][Si:39]([CH3:42])([CH3:41])[CH3:40])[CH:34]=1)#[N:29].C1CN([P+](Br)(N2CCCC2)N2CCCC2)CC1.F[P-](F)(F)(F)(F)F.CCN(C(C)C)C(C)C. (2) The product is [NH2:2][C:3]1[CH2:4][C:5]([C:18](=[O:20])[N:57]([CH2:58][CH2:59][CH3:60])[CH2:54][CH2:55][CH3:56])=[CH:6][C:7]2[CH:13]=[CH:12][C:11]([C:14]([O:16][CH3:17])=[O:15])=[CH:10][C:8]=2[N:9]=1. The reactants are Cl.[NH2:2][C:3]1[CH2:4][C:5]([C:18]([OH:20])=O)=[CH:6][C:7]2[CH:13]=[CH:12][C:11]([C:14]([O:16][CH3:17])=[O:15])=[CH:10][C:8]=2[N:9]=1.CN(C(ON1N=NC2C=CC=CC1=2)=[N+](C)C)C.F[P-](F)(F)(F)(F)F.CCN(C(C)C)C(C)C.[CH2:54]([NH:57][CH2:58][CH2:59][CH3:60])[CH2:55][CH3:56]. The catalyst is CN(C=O)C. The yield is 0.820.